From a dataset of Forward reaction prediction with 1.9M reactions from USPTO patents (1976-2016). Predict the product of the given reaction. (1) Given the reactants C1(P(=[CH:20][C:21]([O:23][CH3:24])=[O:22])(C2C=CC=CC=2)C2C=CC=CC=2)C=CC=CC=1.O=[C:26]1[CH2:31][CH2:30][N:29]([C:32]([O:34][CH2:35][C:36]2[CH:41]=[CH:40][CH:39]=[CH:38][CH:37]=2)=[O:33])[CH2:28][CH2:27]1, predict the reaction product. The product is: [CH3:24][O:23][C:21](=[O:22])[CH:20]=[C:26]1[CH2:31][CH2:30][N:29]([C:32]([O:34][CH2:35][C:36]2[CH:41]=[CH:40][CH:39]=[CH:38][CH:37]=2)=[O:33])[CH2:28][CH2:27]1. (2) Given the reactants Cl[C:2]1[CH:9]=[CH:8][C:5]([C:6]#[N:7])=[C:4]([N+:10]([O-:12])=[O:11])[CH:3]=1.[O:13]1[CH2:18][CH2:17][CH2:16][CH2:15][CH:14]1[N:19]1[C:23](B2OC(C)(C)C(C)(C)O2)=[CH:22][CH:21]=[N:20]1, predict the reaction product. The product is: [N+:10]([C:4]1[CH:3]=[C:2]([C:23]2[N:19]([CH:14]3[CH2:15][CH2:16][CH2:17][CH2:18][O:13]3)[N:20]=[CH:21][CH:22]=2)[CH:9]=[CH:8][C:5]=1[C:6]#[N:7])([O-:12])=[O:11]. (3) Given the reactants F[P-](F)(F)(F)(F)F.N1(O[P+](N(C)C)(N(C)C)N(C)C)C2C=CC=CC=2N=N1.[NH2:28][C:29]1[CH:30]=[CH:31][C:32]([S:83][CH:84]2[CH2:86][CH2:85]2)=[C:33]([CH2:35][N:36]([CH3:82])[C:37]([CH:39]([NH:55][C:56]2[CH:57]=[C:58]3[C:63](=[CH:64][CH:65]=2)[C:62]([N:66]([C:74]([O:76][C:77]([CH3:80])([CH3:79])[CH3:78])=[O:75])[C:67]([O:69][C:70]([CH3:73])([CH3:72])[CH3:71])=[O:68])=[N:61][CH:60]=[C:59]3[F:81])[C:40]2[CH:45]=[C:44]([CH3:46])[C:43]([CH2:47][CH:48]([OH:53])[CH2:49][C:50]([OH:52])=O)=[C:42]([CH3:54])[CH:41]=2)=[O:38])[CH:34]=1, predict the reaction product. The product is: [C:77]([O:76][C:74]([N:66]([C:62]1[C:63]2[C:58](=[CH:57][C:56]([NH:55][C@H:39]3[C:37](=[O:38])[N:36]([CH3:82])[CH2:35][C:33]4[CH:34]=[C:29]([CH:30]=[CH:31][C:32]=4[S:83][CH:84]4[CH2:85][CH2:86]4)[NH:28][C:50](=[O:52])[CH2:49][CH:48]([OH:53])[CH2:47][C:43]4[C:42]([CH3:54])=[CH:41][C:40]3=[CH:45][C:44]=4[CH3:46])=[CH:65][CH:64]=2)[C:59]([F:81])=[CH:60][N:61]=1)[C:67](=[O:68])[O:69][C:70]([CH3:71])([CH3:72])[CH3:73])=[O:75])([CH3:78])([CH3:79])[CH3:80]. (4) Given the reactants [OH:1][C:2]1[CH:7]=[CH:6][C:5]([C:8]2[N:16]([CH2:17][O:18][CH2:19][CH2:20][Si:21]([CH3:24])([CH3:23])[CH3:22])[C:15]3[C:14](=[O:25])[N:13]([CH2:26][CH2:27][CH3:28])[C:12](=[O:29])[N:11]([CH2:30][CH2:31][CH3:32])[C:10]=3[N:9]=2)=[CH:4][CH:3]=1.C(=O)([O-])[O-].[K+].[K+].Br[CH2:40][C:41]#[C:42][C:43]1[CH:48]=[CH:47][C:46]([O:49][C:50]([F:53])([F:52])[F:51])=[CH:45][CH:44]=1, predict the reaction product. The product is: [CH2:26]([N:13]1[C:14](=[O:25])[C:15]2[N:16]([CH2:17][O:18][CH2:19][CH2:20][Si:21]([CH3:23])([CH3:22])[CH3:24])[C:8]([C:5]3[CH:4]=[CH:3][C:2]([O:1][CH2:40][C:41]#[C:42][C:43]4[CH:44]=[CH:45][C:46]([O:49][C:50]([F:51])([F:52])[F:53])=[CH:47][CH:48]=4)=[CH:7][CH:6]=3)=[N:9][C:10]=2[N:11]([CH2:30][CH2:31][CH3:32])[C:12]1=[O:29])[CH2:27][CH3:28]. (5) Given the reactants [ClH:1].[CH2:2]([NH:9][S:10]([C:13]1[CH:14]=[CH:15][C:16]([CH3:58])=[C:17]([C:19]2[CH:24]=[CH:23][CH:22]=[C:21]([CH2:25][C@H:26]([NH:40][C:41]([C@H:43]3[CH2:48][CH2:47][C@H:46]([CH2:49][NH:50]C(=O)OC(C)(C)C)[CH2:45][CH2:44]3)=[O:42])[C:27](=[O:39])[NH:28][C:29]3[CH:38]=[CH:37][C:32]4[NH:33][C:34](=[O:36])[NH:35][C:31]=4[CH:30]=3)[CH:20]=2)[CH:18]=1)(=[O:12])=[O:11])[C:3]1[CH:8]=[CH:7][CH:6]=[CH:5][CH:4]=1.C(#N)C, predict the reaction product. The product is: [ClH:1].[NH2:50][CH2:49][C@H:46]1[CH2:45][CH2:44][C@H:43]([C:41]([NH:40][C@@H:26]([CH2:25][C:21]2[CH:20]=[C:19]([C:17]3[CH:18]=[C:13]([S:10](=[O:11])(=[O:12])[NH:9][CH2:2][C:3]4[CH:4]=[CH:5][CH:6]=[CH:7][CH:8]=4)[CH:14]=[CH:15][C:16]=3[CH3:58])[CH:24]=[CH:23][CH:22]=2)[C:27](=[O:39])[NH:28][C:29]2[CH:38]=[CH:37][C:32]3[NH:33][C:34](=[O:36])[NH:35][C:31]=3[CH:30]=2)=[O:42])[CH2:48][CH2:47]1. (6) Given the reactants [NH2:1][C:2]1[CH:3]=[C:4]([C:8]2[C:17]3[C:12](=[C:13]([C:18]([F:21])([F:20])[F:19])[CH:14]=[CH:15][CH:16]=3)[N:11]=[CH:10][C:9]=2[C:22]([C:24]2[CH:29]=[CH:28][CH:27]=[CH:26][CH:25]=2)=[O:23])[CH:5]=[CH:6][CH:7]=1.[CH:30]([C:32]1[CH:37]=[CH:36][C:35]([CH:38]=[CH:39][C:40]([OH:42])=[O:41])=[CH:34][CH:33]=1)=O, predict the reaction product. The product is: [C:22]([C:9]1[CH:10]=[N:11][C:12]2[C:17]([C:8]=1[C:4]1[CH:3]=[C:2]([NH:1][CH2:30][C:32]3[CH:33]=[CH:34][C:35](/[CH:38]=[CH:39]/[C:40]([OH:42])=[O:41])=[CH:36][CH:37]=3)[CH:7]=[CH:6][CH:5]=1)=[CH:16][CH:15]=[CH:14][C:13]=2[C:18]([F:21])([F:19])[F:20])(=[O:23])[C:24]1[CH:25]=[CH:26][CH:27]=[CH:28][CH:29]=1. (7) Given the reactants [Cl:1][CH2:2][CH:3]1[C:11]2[C:10]3[CH:12]=[CH:13][C:14]([C:16]#[N:17])=[CH:15][C:9]=3[C:8]([N+:18]([O-:20])=[O:19])=[CH:7][C:6]=2[NH:5][CH2:4]1.[OH:21]S(O)(=O)=O, predict the reaction product. The product is: [Cl:1][CH2:2][CH:3]1[C:11]2[C:10]3[CH:12]=[CH:13][C:14]([C:16]([NH2:17])=[O:21])=[CH:15][C:9]=3[C:8]([N+:18]([O-:20])=[O:19])=[CH:7][C:6]=2[NH:5][CH2:4]1. (8) Given the reactants [NH2:1][C:2]1[CH:22]=[CH:21][C:5]([CH2:6][N:7]([CH:15]2[CH2:20][CH2:19][CH2:18][CH2:17][CH2:16]2)[C:8]([C:10]2[O:11][CH:12]=[CH:13][CH:14]=2)=[O:9])=[CH:4][CH:3]=1.[C:23]([O:27][C:28]1[CH:33]=[CH:32][C:31]([CH2:34][C@H:35]([NH:39]C(OCC2C3C=CC=CC=3C3C2=CC=CC=3)=O)[C:36](O)=[O:37])=[CH:30][CH:29]=1)([CH3:26])([CH3:25])[CH3:24], predict the reaction product. The product is: [NH2:39][C@@H:35]([CH2:34][C:31]1[CH:30]=[CH:29][C:28]([O:27][C:23]([CH3:26])([CH3:25])[CH3:24])=[CH:33][CH:32]=1)[C:36]([NH:1][C:2]1[CH:3]=[CH:4][C:5]([CH2:6][N:7]([CH:15]2[CH2:20][CH2:19][CH2:18][CH2:17][CH2:16]2)[C:8]([C:10]2[O:11][CH:12]=[CH:13][CH:14]=2)=[O:9])=[CH:21][CH:22]=1)=[O:37]. (9) Given the reactants O=[C:2]1[CH2:6][CH2:5][O:4][CH2:3]1.[CH2:7]([NH2:14])[C:8]1[CH:13]=[CH:12][CH:11]=[CH:10][CH:9]=1.[O-]S([O-])(=O)=O.[Mg+2].[F:21][C:22]([F:27])([F:26])C(O)=O.F.[K].FC([Si](C)(C)C)(F)F.C([O-])([O-])=O.[Na+].[Na+], predict the reaction product. The product is: [CH2:7]([NH:14][C:2]1([C:22]([F:27])([F:26])[F:21])[CH2:6][CH2:5][O:4][CH2:3]1)[C:8]1[CH:13]=[CH:12][CH:11]=[CH:10][CH:9]=1.